Dataset: Catalyst prediction with 721,799 reactions and 888 catalyst types from USPTO. Task: Predict which catalyst facilitates the given reaction. (1) Reactant: [H-].[Na+].[NH2:3][C:4]1[C:5]2[CH2:13][C:12](=[O:14])[NH:11][C:6]=2[N:7]=[C:8]([SH:10])[N:9]=1.[F:15][C:16]1[C:23]([F:24])=[CH:22][CH:21]=[CH:20][C:17]=1[CH2:18]Br.O. Product: [NH2:3][C:4]1[C:5]2[CH2:13][C:12](=[O:14])[NH:11][C:6]=2[N:7]=[C:8]([S:10][CH2:18][C:17]2[CH:20]=[CH:21][CH:22]=[C:23]([F:24])[C:16]=2[F:15])[N:9]=1. The catalyst class is: 3. (2) Reactant: [NH2:1][C:2]1[CH:3]=[CH:4][C:5]([C:12]2[CH:17]=[CH:16][CH:15]=[C:14]([OH:18])[CH:13]=2)=[C:6]2[C:10]=1[C:9](=[O:11])[NH:8][CH2:7]2.[Si:19](Cl)([C:22]([CH3:25])([CH3:24])[CH3:23])([CH3:21])[CH3:20].C1CCN2C(=NCCC2)CC1. Product: [NH2:1][C:2]1[CH:3]=[CH:4][C:5]([C:12]2[CH:17]=[CH:16][CH:15]=[C:14]([O:18][Si:19]([C:22]([CH3:25])([CH3:24])[CH3:23])([CH3:21])[CH3:20])[CH:13]=2)=[C:6]2[C:10]=1[C:9](=[O:11])[NH:8][CH2:7]2. The catalyst class is: 10. (3) Reactant: C([Si](C)(C)[O:6][CH2:7][CH2:8][N:9]1[C:17]2[C:12](=[CH:13][C:14]([CH3:35])=[C:15]([NH:18][C:19]3[N:27]4[C:22]([CH2:23][O:24][CH2:25][C@H:26]4[C:28]4[CH:33]=[CH:32][C:31]([F:34])=[CH:30][CH:29]=4)=[N:21][N:20]=3)[CH:16]=2)[CH:11]=[N:10]1)(C)(C)C.Cl. Product: [F:34][C:31]1[CH:32]=[CH:33][C:28]([C@@H:26]2[CH2:25][O:24][CH2:23][C:22]3=[N:21][N:20]=[C:19]([NH:18][C:15]4[CH:16]=[C:17]5[C:12]([CH:11]=[N:10][N:9]5[CH2:8][CH2:7][OH:6])=[CH:13][C:14]=4[CH3:35])[N:27]23)=[CH:29][CH:30]=1. The catalyst class is: 5. (4) Reactant: [C:1](=[O:17])(OC1C=CC([N+]([O-])=O)=CC=1)[O:2][C:3]1([CH3:6])[CH2:5][CH2:4]1.[F:18][C:19]1[CH:24]=[C:23]([S:25]([CH3:28])(=[O:27])=[O:26])[CH:22]=[CH:21][C:20]=1[C:29]1[CH:30]=[C:31]2[CH:37]=[C:36]([CH:38]3[CH2:43][CH2:42][NH:41][CH2:40][CH2:39]3)[O:35][C:32]2=[CH:33][N:34]=1.C(N(CC)C(C)C)(C)C. Product: [CH3:6][C:3]1([O:2][C:1]([N:41]2[CH2:42][CH2:43][CH:38]([C:36]3[O:35][C:32]4=[CH:33][N:34]=[C:29]([C:20]5[CH:21]=[CH:22][C:23]([S:25]([CH3:28])(=[O:27])=[O:26])=[CH:24][C:19]=5[F:18])[CH:30]=[C:31]4[CH:37]=3)[CH2:39][CH2:40]2)=[O:17])[CH2:4][CH2:5]1. The catalyst class is: 7. (5) Reactant: [NH2:1][C:2]1[N:3]=[C:4]([Cl:28])[C:5]2=[C:6]([N:8]([CH2:21][C:22]3[CH:27]=[CH:26][N:25]=[CH:24][CH:23]=3)[C:9](=[O:20])/[C:10]/2=[CH:11]\[C:12]2[NH:16][CH:15]=[C:14]([C:17](O)=[O:18])[CH:13]=2)[N:7]=1.F[P-](F)(F)(F)(F)F.N1(O[P+](N(C)C)(N(C)C)N(C)C)C2C=CC=CC=2N=N1.CCN(C(C)C)C(C)C.[CH2:65]([N:67]([CH2:71][CH3:72])[CH2:68][CH2:69][NH2:70])[CH3:66]. Product: [NH2:1][C:2]1[N:3]=[C:4]([Cl:28])[C:5]2=[C:6]([N:8]([CH2:21][C:22]3[CH:23]=[CH:24][N:25]=[CH:26][CH:27]=3)[C:9](=[O:20])/[C:10]/2=[CH:11]\[C:12]2[NH:16][CH:15]=[C:14]([C:17]([NH:70][CH2:69][CH2:68][N:67]([CH2:71][CH3:72])[CH2:65][CH3:66])=[O:18])[CH:13]=2)[N:7]=1. The catalyst class is: 20. (6) Reactant: [Br:1][C:2]1[C:3]([CH3:12])=[C:4]([N+:9]([O-:11])=[O:10])[C:5]([OH:8])=[N:6][CH:7]=1.[H-].[Na+].[CH3:15]I. Product: [Br:1][C:2]1[C:3]([CH3:12])=[C:4]([N+:9]([O-:11])=[O:10])[C:5](=[O:8])[N:6]([CH3:15])[CH:7]=1. The catalyst class is: 9.